Dataset: Experimentally validated miRNA-target interactions with 360,000+ pairs, plus equal number of negative samples. Task: Binary Classification. Given a miRNA mature sequence and a target amino acid sequence, predict their likelihood of interaction. (1) The miRNA is rno-miR-141-3p with sequence UAACACUGUCUGGUAAAGAUGG. The protein sequence of the target gene is MDSLQTAQMVSLSAELGSNNLELAEPEEPGTSAAAGQSAAHPEEVTPEGSQALGAQEPEQSLPLAVPTPLECKVLLTQADALASEGHLREALEVYRQLSERQQLVAEQLEQLVRCLADSVPQEELASDSSGTSSCCAAALKEAGEAAAVAPEVWDGFKCKKCHGFLSDPVSLWCGHTFCKLCLERGRAADRRCALCGVKLSALMAASGRARGPRRAGQPAPLQLRVNVVLSGLLGKLFPGPARASQLRHEGNRLFREHQVEAALLKYNEAVRLAPNDHLLYSNRSQIYFTLESHEDALHD.... Result: 0 (no interaction). (2) The miRNA is hsa-miR-429 with sequence UAAUACUGUCUGGUAAAACCGU. Result: 0 (no interaction). The protein sequence of the target gene is MAAAAGDGGAKPLQSAMKLANKAIELDTGNRPREAYVEYLRSIHYISQVLLEDVENTTEAGETVPPETSKMLKLAEQCLERAQSTATKLGRICLKPAVPAAPPTPLPTSRHRRVCSDEGGKLSPFLPPEIFQKLQVAESQNSKKELTPLEKASLQNQKLRATYEARMARLDPSQAMQKTSLTLSLQRQMMENLVIAKAREETLQRKMEERRLRLQEAANRRFCSQVALTPEEREQRALYAAILEYEQDHDWPKHWRAKLKRSPGDLSLVTSLLSHLLSLPDHPISQLLKKLQCAVYSALY.... (3) The miRNA is hsa-miR-6799-3p with sequence UGCCCUGCAUGGUGUCCCCACAG. The protein sequence of the target gene is MGKLHSKPAAVCKRRESPEGDSFAVSAAWARKGIEEWIGRQRCPGGVSGPRQLRLAGTIGRSTRELVGDVLRDTLSEEEEDDFRLEVALPPEKTDGLGSGDEKKMERVSEPCPGSKKQLKFEELQCDVSMEEDSRQEWTFTLYDFDNNGKVTREDITSLLHTIYEVVDSSVNHSPTSSKMLRVKLTVAPDGSQSKRSVLVNQADLQSARPRAETKPTEDLRSWEKKQRAPLRFQGDSRLEQSGCYHHCVDENIERRNHYLDLAGIENYTSQFGPGSPSVAQKSELPPRTSNPTRSRSHEP.... Result: 0 (no interaction). (4) The miRNA is hsa-miR-424-5p with sequence CAGCAGCAAUUCAUGUUUUGAA. The protein sequence of the target gene is MEERKEEGEAEIQEHGPEHWFSKWERQCLAEAEQDEQLPPELQEEAAAAAQPEHKQQKLWHLFQNSATAVAQLYKDRVCQQPGLSLWVPFQNAATAVTNLYKESVDTHQRSFDIGIQIGYQRRNKDVLAWVKKRRRTIRREDLISFLCGKVPPPRNSRAPPRLTVVSPNRATSTETSSSVETDLQPFREAIALHGLSGAMASISVRSSTPGSPTHVSSGSNASRRRNGLHDVDLNTFISEEMALHLDNGGTRKRTSAQCGDVITDSPTHKRNRMI. Result: 1 (interaction). (5) The miRNA is cel-miR-1-3p with sequence UGGAAUGUAAAGAAGUAUGUA. The protein sequence of the target gene is MASSPDPPSPLLVRLRESIPKAHRKLEIYFQSRASGGGECSVQPVGPSAPDTYEVKFLKKADKEKVLKKSEHEMLVHNKPVTIVLETTKKPVEDLRPRLPSLTQPVETPSSRPPSLTGSLDEALCDDIHPQDGLVSNSVDSVVQKIFLAVTAELNCDLLSKEQRASITTVCPHIIKSMEGSDGIKKVCGNFKDIEKIHHFLSEQLLEREQKRKGSEQKRKCAPQKHTPPDVEREPPDQSSIQVPVLLLEYFKHVNPGRLEFIEYKFGVNIEIQASSPNMVTVGFTSSPFGNVEEASQSFV.... Result: 0 (no interaction). (6) The miRNA is hsa-miR-192-5p with sequence CUGACCUAUGAAUUGACAGCC. The protein sequence of the target gene is MPRRGLILHTRTHWLLLGLALLCSLVLFMYLLECAPQTDGNASLPGVVGENYGKEYYQALLQEQEEHYQTRATSLKRQIAQLKQELQEMSEKMRSLQERRNVGANGIGYQSNKEQAPSDLLEFLHSQIDKAEVSIGAKLPSEYGVIPFESFTLMKVFQLEMGLTRHPEEKPVRKDKRDELVEVIEAGLEVINNPDEDDEQEDEEGPLGEKLIFNENDFVEGYYRTERDKGTQYELFFKKADLTEYRHVTLFRPFGPLMKVKSEMIDITRSIINIIVPLAERTEAFVQFMQNFRDVCIHQD.... Result: 1 (interaction).